Dataset: TCR-epitope binding with 47,182 pairs between 192 epitopes and 23,139 TCRs. Task: Binary Classification. Given a T-cell receptor sequence (or CDR3 region) and an epitope sequence, predict whether binding occurs between them. (1) The epitope is GLCTLVAML. The TCR CDR3 sequence is CASGLGLAGAETQYF. Result: 0 (the TCR does not bind to the epitope). (2) The epitope is GTSGSPIVNR. The TCR CDR3 sequence is CASSLLATLADTQYF. Result: 1 (the TCR binds to the epitope).